From a dataset of Full USPTO retrosynthesis dataset with 1.9M reactions from patents (1976-2016). Predict the reactants needed to synthesize the given product. Given the product [NH2:12][C:8]1[N:7]=[CH:6][C:5]2[C:10](=[CH:11][C:2]([C:53]([O:56][CH3:59])=[O:54])=[CH:3][C:4]=2[F:13])[N:9]=1, predict the reactants needed to synthesize it. The reactants are: Br[C:2]1[CH:11]=[C:10]2[C:5]([CH:6]=[N:7][C:8]([NH2:12])=[N:9]2)=[C:4]([F:13])[CH:3]=1.F[B-](F)(F)F.F[B-](F)(F)F.C1(P(C2CCCCC2)CCCP(C2CCCCC2)C2CCCCC2)CCCCC1.[C:53]([O-:56])([O-])=[O:54].[K+].[K+].[CH3:59]O.